Dataset: Catalyst prediction with 721,799 reactions and 888 catalyst types from USPTO. Task: Predict which catalyst facilitates the given reaction. (1) Reactant: [CH3:1][O:2][C:3]([C:5]1[N:6]=[CH:7][C:8]([N:11]2[CH2:16][CH2:15][NH:14][CH2:13][C@H:12]2[CH3:17])=[N:9][CH:10]=1)=[O:4].[CH2:18]([C:25]1[C:34]2[C:29](=[CH:30][CH:31]=[CH:32][CH:33]=2)[C:28](Cl)=[N:27][N:26]=1)[C:19]1[CH:24]=[CH:23][CH:22]=[CH:21][CH:20]=1.C(N(CC)CC)C. Product: [CH3:1][O:2][C:3]([C:5]1[N:6]=[CH:7][C:8]([N:11]2[CH2:16][CH2:15][N:14]([C:28]3[C:29]4[C:34](=[CH:33][CH:32]=[CH:31][CH:30]=4)[C:25]([CH2:18][C:19]4[CH:24]=[CH:23][CH:22]=[CH:21][CH:20]=4)=[N:26][N:27]=3)[CH2:13][C@H:12]2[CH3:17])=[N:9][CH:10]=1)=[O:4]. The catalyst class is: 37. (2) Reactant: [H-].[Na+].[Cl:3][C:4]1[C:9]([C:10]2[CH:15]=[CH:14][CH:13]=[CH:12][CH:11]=2)=[N:8][N:7]=[C:6]2[NH:16][N:17]=[C:18]([I:19])[C:5]=12.Cl[CH2:21][C:22]([N:24]1[CH2:28][CH2:27][CH2:26][CH2:25]1)=[O:23].[Li+].[Cl-]. Product: [Cl:3][C:4]1[C:9]([C:10]2[CH:11]=[CH:12][CH:13]=[CH:14][CH:15]=2)=[N:8][N:7]=[C:6]2[NH:16][N:17]=[C:18]([I:19])[C:5]=12.[Cl:3][C:4]1[C:9]([C:10]2[CH:11]=[CH:12][CH:13]=[CH:14][CH:15]=2)=[N:8][N:7]=[C:6]2[N:16]([CH2:21][C:22]([N:24]3[CH2:28][CH2:27][CH2:26][CH2:25]3)=[O:23])[N:17]=[C:18]([I:19])[C:5]=12. The catalyst class is: 39. (3) Reactant: Br[C:2]1[CH:3]=[C:4]([C:8]2([C:11]([O-:13])=[O:12])[CH2:10][CH2:9]2)[CH:5]=[N:6][CH:7]=1.[K+].[Cl:15][C:16]1[CH:23]=[C:22](B2OC(C)(C)C(C)(C)O2)[CH:21]=[CH:20][C:17]=1[C:18]#[N:19].C(Cl)Cl.C([O-])([O-])=O.[Na+].[Na+]. Product: [Cl:15][C:16]1[CH:23]=[C:22]([C:2]2[CH:3]=[C:4]([C:8]3([C:11]([OH:13])=[O:12])[CH2:10][CH2:9]3)[CH:5]=[N:6][CH:7]=2)[CH:21]=[CH:20][C:17]=1[C:18]#[N:19]. The catalyst class is: 151. (4) Reactant: [CH2:1]([N:3]1[N:7]=[C:6]([CH:8]2[CH2:13][CH2:12][N:11]([C:14]3[CH:19]=[CH:18][C:17]([N+:20]([O-])=O)=[CH:16][C:15]=3[F:23])[CH2:10][CH2:9]2)[O:5][C:4]1=[O:24])[CH3:2].O.O.Cl[Sn]Cl. Product: [NH2:20][C:17]1[CH:18]=[CH:19][C:14]([N:11]2[CH2:12][CH2:13][CH:8]([C:6]3[O:5][C:4](=[O:24])[N:3]([CH2:1][CH3:2])[N:7]=3)[CH2:9][CH2:10]2)=[C:15]([F:23])[CH:16]=1. The catalyst class is: 5. (5) Reactant: [F:1][C:2]1[CH:3]=[C:4]2[C:9](=[CH:10][CH:11]=1)[C:8]([NH2:12])=[CH:7][CH:6]=[CH:5]2.[H+].[B-:14]([F:18])([F:17])([F:16])[F:15].[N:19]([O-])=O.[Na+]. Product: [F:15][B-:14]([F:18])([F:17])[F:16].[F:1][C:2]1[CH:3]=[C:4]2[C:9](=[CH:10][CH:11]=1)[C:8]([N+:12]#[N:19])=[CH:7][CH:6]=[CH:5]2. The catalyst class is: 6. (6) Reactant: C(O[C:6]([N:8]1[CH2:13][CH2:12][CH:11]([CH2:14][O:15][C:16]2[CH:25]=[C:24]3[C:19]([C:20]([O:26][C:27]4[CH:32]=[CH:31][C:30]([N+:33]([O-:35])=[O:34])=[CH:29][C:28]=4[F:36])=[CH:21][CH:22]=[N:23]3)=[CH:18][C:17]=2[O:37][CH3:38])[CH2:10][CH2:9]1)=O)(C)(C)C.C(O)(C(F)(F)F)=O. Product: [F:36][C:28]1[CH:29]=[C:30]([N+:33]([O-:35])=[O:34])[CH:31]=[CH:32][C:27]=1[O:26][C:20]1[C:19]2[C:24](=[CH:25][C:16]([O:15][CH2:14][CH:11]3[CH2:12][CH2:13][N:8]([CH3:6])[CH2:9][CH2:10]3)=[C:17]([O:37][CH3:38])[CH:18]=2)[N:23]=[CH:22][CH:21]=1. The catalyst class is: 2. (7) Reactant: Cl.[NH:2]1[CH2:5][CH:4]([NH:6][C:7](=[O:10])[CH:8]=[CH2:9])[CH2:3]1.O=[C:12]1[CH2:15][N:14]([C:16]([O:18][C:19]([CH3:22])([CH3:21])[CH3:20])=[O:17])[CH2:13]1.CCN(CC)CC.CC(O)=O.[BH-](OC(C)=O)(OC(C)=O)OC(C)=O.[Na+]. Product: [C:7]([NH:6][CH:4]1[CH2:5][N:2]([CH:12]2[CH2:13][N:14]([C:16]([O:18][C:19]([CH3:22])([CH3:21])[CH3:20])=[O:17])[CH2:15]2)[CH2:3]1)(=[O:10])[CH:8]=[CH2:9]. The catalyst class is: 34. (8) Reactant: [N+:1]([C:4]1[CH:13]=[C:12]2[C:7]([CH:8]=[C:9]([C:14]([OH:16])=O)[N:10]=[CH:11]2)=[CH:6][CH:5]=1)([O-:3])=[O:2].CN(C(ON1N=NC2C=CC=CC1=2)=[N+](C)C)C.F[P-](F)(F)(F)(F)F.CCN(C(C)C)C(C)C.[NH:50]1[CH:54]=[CH:53][N:52]=[C:51]1[NH:55][C:56]([C:58]1[C:66]2[NH:65][C:64]([NH2:67])=[N:63][C:62]=2[CH:61]=[CH:60][CH:59]=1)=[O:57]. The catalyst class is: 3. Product: [NH:52]1[CH:53]=[CH:54][N:50]=[C:51]1[NH:55][C:56]([C:58]1[C:66]2[NH:65][C:64]([NH:67][C:14]([C:9]3[N:10]=[CH:11][C:12]4[C:7]([CH:8]=3)=[CH:6][CH:5]=[C:4]([N+:1]([O-:3])=[O:2])[CH:13]=4)=[O:16])=[N:63][C:62]=2[CH:61]=[CH:60][CH:59]=1)=[O:57]. (9) Reactant: [Br:1][C:2]1[C:3]([OH:13])=[C:4]([C:10](=[O:12])[CH3:11])[CH:5]=[C:6]([Cl:9])[C:7]=1F.[C-]#N.[K+].C[N:18]([CH3:21])C=O.I[CH2:23][CH3:24].C(=O)([O-])[O-].[K+].[K+]. Product: [C:10]([C:4]1[CH:5]=[C:6]([Cl:9])[C:7]([C:21]#[N:18])=[C:2]([Br:1])[C:3]=1[O:13][CH2:23][CH3:24])(=[O:12])[CH3:11]. The catalyst class is: 13.